This data is from Full USPTO retrosynthesis dataset with 1.9M reactions from patents (1976-2016). The task is: Predict the reactants needed to synthesize the given product. (1) Given the product [ClH:34].[ClH:34].[N:19]1[CH:20]=[CH:21][CH:22]=[C:17]([CH2:16][NH:15][C:14]([CH:12]2[CH2:11][CH:10]([N:24]3[C:33]4[CH:32]=[CH:31][CH:30]=[C:29]([Cl:34])[C:28]=4[C:27]4=[N:35][O:36][C:37]([CH3:38])=[C:26]4[C:25]3=[O:39])[CH2:9][NH:8][CH2:13]2)=[O:23])[CH:18]=1, predict the reactants needed to synthesize it. The reactants are: C(OC([N:8]1[CH2:13][CH:12]([C:14](=[O:23])[NH:15][CH2:16][C:17]2[CH:18]=[N:19][CH:20]=[CH:21][CH:22]=2)[CH2:11][CH:10]([N:24]2[C:33]3[CH:32]=[CH:31][CH:30]=[C:29]([Cl:34])[C:28]=3[C:27]3=[N:35][O:36][C:37]([CH3:38])=[C:26]3[C:25]2=[O:39])[CH2:9]1)=O)(C)(C)C. (2) Given the product [NH2:1][C@H:2]([C:12]([NH:14][C@@H:15]([C:25]([OH:27])=[O:26])[CH2:16][S:17][CH2:18][C:19]1[CH:20]=[CH:21][CH:22]=[CH:23][CH:24]=1)=[O:13])[CH2:3][CH2:4][C:5](=[O:6])[OH:11], predict the reactants needed to synthesize it. The reactants are: [NH:1](C(OC(C)(C)C)=O)[C@H:2]([C:12]([NH:14][C@@H:15]([C:25]([OH:27])=[O:26])[CH2:16][S:17][CH2:18][C:19]1[CH:24]=[CH:23][CH:22]=[CH:21][CH:20]=1)=[O:13])[CH2:3][CH2:4][C:5](=[O:11])[O:6]C(C)(C)C. (3) Given the product [Cl:32][C:11]1[N:10]=[C:9]2[C:14]([N:15]=[CH:16][N:8]2[C@@H:6]2[CH2:7][C@H:3]([NH:2][C:48]([CH:44]3[CH2:47][CH2:46][CH2:45]3)=[O:49])[C@@H:4]([OH:34])[C@H:5]2[OH:33])=[C:13]([NH:17][CH2:18][CH:19]([C:26]2[CH:27]=[CH:28][CH:29]=[CH:30][CH:31]=2)[C:20]2[CH:25]=[CH:24][CH:23]=[CH:22][CH:21]=2)[N:12]=1, predict the reactants needed to synthesize it. The reactants are: Cl.[NH2:2][C@H:3]1[CH2:7][C@@H:6]([N:8]2[CH:16]=[N:15][C:14]3[C:9]2=[N:10][C:11]([Cl:32])=[N:12][C:13]=3[NH:17][CH2:18][CH:19]([C:26]2[CH:31]=[CH:30][CH:29]=[CH:28][CH:27]=2)[C:20]2[CH:25]=[CH:24][CH:23]=[CH:22][CH:21]=2)[C@H:5]([OH:33])[C@@H:4]1[OH:34].C(N(C(C)C)CC)(C)C.[CH:44]1([C:48](Cl)=[O:49])[CH2:47][CH2:46][CH2:45]1. (4) The reactants are: [CH2:1]([C:8]1[CH:9]=[N:10][C:11]2[C:16]([C:17]=1[C:18]1[CH:19]=[C:20]([NH2:24])[CH:21]=[CH:22][CH:23]=1)=[CH:15][CH:14]=[CH:13][C:12]=2[C:25]([F:28])([F:27])[F:26])[C:2]1[CH:7]=[CH:6][CH:5]=[CH:4][CH:3]=1.[CH3:29][C:30]1[C:31]2[CH:40]=[CH:39][CH:38]=[CH:37][C:32]=2[S:33][C:34]=1[CH:35]=O. Given the product [CH2:1]([C:8]1[CH:9]=[N:10][C:11]2[C:16]([C:17]=1[C:18]1[CH:19]=[C:20]([NH:24][CH2:35][C:34]3[S:33][C:32]4[CH:37]=[CH:38][CH:39]=[CH:40][C:31]=4[C:30]=3[CH3:29])[CH:21]=[CH:22][CH:23]=1)=[CH:15][CH:14]=[CH:13][C:12]=2[C:25]([F:28])([F:26])[F:27])[C:2]1[CH:3]=[CH:4][CH:5]=[CH:6][CH:7]=1, predict the reactants needed to synthesize it. (5) Given the product [CH3:41][O:42][C:43]1[CH:44]=[C:45]([C:51]2[C@@H:60]3[C@@H:55]([CH2:56][CH2:57][CH2:58][CH2:59]3)[C:54](=[O:61])[N:53]([CH:62]3[CH2:63][CH2:64][N:65]([C:13](=[O:15])[C@H:9]([NH:8][C:6](=[O:7])[O:5][C:1]([CH3:2])([CH3:3])[CH3:4])[CH:10]([CH3:11])[CH3:12])[CH2:66][CH2:67]3)[N:52]=2)[CH:46]=[CH:47][C:48]=1[O:49][CH3:50], predict the reactants needed to synthesize it. The reactants are: [C:1]([O:5][C:6]([NH:8][C@@H:9]([C:13]([OH:15])=O)[CH:10]([CH3:12])[CH3:11])=[O:7])([CH3:4])([CH3:3])[CH3:2].CN(C(ON1N=NC2C=CC=CC1=2)=[N+](C)C)C.F[P-](F)(F)(F)(F)F.Cl.[CH3:41][O:42][C:43]1[CH:44]=[C:45]([C:51]2[C@@H:60]3[C@@H:55]([CH2:56][CH2:57][CH2:58][CH2:59]3)[C:54](=[O:61])[N:53]([CH:62]3[CH2:67][CH2:66][NH:65][CH2:64][CH2:63]3)[N:52]=2)[CH:46]=[CH:47][C:48]=1[O:49][CH3:50].CCN(C(C)C)C(C)C.C(=O)(O)[O-].[Na+]. (6) Given the product [Cl:9][C:6]1[CH:7]=[CH:8][C:3]([CH:2]([C:10]2[CH:15]=[CH:14][C:13]([Cl:16])=[CH:12][CH:11]=2)[N:17]2[CH2:20][CH:19]([OH:21])[CH2:18]2)=[CH:4][CH:5]=1, predict the reactants needed to synthesize it. The reactants are: Br[CH:2]([C:10]1[CH:15]=[CH:14][C:13]([Cl:16])=[CH:12][CH:11]=1)[C:3]1[CH:8]=[CH:7][C:6]([Cl:9])=[CH:5][CH:4]=1.[NH:17]1[CH2:20][CH:19]([OH:21])[CH2:18]1.CCN(C(C)C)C(C)C. (7) Given the product [Br:12][C:10]1[CH:11]=[C:7]([N:15]2[CH2:16][CH2:17][O:13][C:14]2=[O:18])[S:8][CH:9]=1, predict the reactants needed to synthesize it. The reactants are: CN(CC)C.Br[C:7]1[S:8][CH:9]=[C:10]([Br:12])[CH:11]=1.[O:13]1[CH2:17][CH2:16][NH:15][C:14]1=[O:18].C(=O)([O-])[O-].[Cs+].[Cs+]. (8) Given the product [CH2:15]([O:19][C:20]([N:22]1[CH2:23][CH2:24][N:25]([C:28](=[O:31])[CH2:29][NH:30][C:12]([C:4]2[CH:3]=[C:2]([OH:1])[C:11]3[C:6](=[CH:7][CH:8]=[CH:9][CH:10]=3)[N:5]=2)=[O:14])[CH2:26][CH2:27]1)=[O:21])[CH2:16][CH2:17][CH3:18], predict the reactants needed to synthesize it. The reactants are: [OH:1][C:2]1[C:11]2[C:6](=[CH:7][CH:8]=[CH:9][CH:10]=2)[N:5]=[C:4]([C:12]([OH:14])=O)[CH:3]=1.[CH2:15]([O:19][C:20]([N:22]1[CH2:27][CH2:26][N:25]([C:28](=[O:31])[CH2:29][NH2:30])[CH2:24][CH2:23]1)=[O:21])[CH2:16][CH2:17][CH3:18].C1C=CC2N(O)N=NC=2C=1.C(Cl)CCl. (9) Given the product [Br:15][CH2:8][C:7]1[C:2]([Cl:1])=[C:3]([F:14])[N:4]=[C:5]([F:13])[C:6]=1[Cl:12], predict the reactants needed to synthesize it. The reactants are: [Cl:1][C:2]1[C:3]([F:14])=[N:4][C:5]([F:13])=[C:6]([Cl:12])[C:7]=1[CH2:8]C(O)=O.[Br:15]Br. (10) Given the product [F:19][C:2]([F:1])([F:18])[C:3]1[N:4]=[C:5]([C:8]2[C:16]3[CH2:15][CH2:14][O:13][CH2:12][C:11]=3[S:10][C:9]=2[NH:17][C:31]([C:21]2[CH:20]3[CH2:27][CH2:26][CH:23]([CH2:24][CH2:25]3)[C:22]=2[C:28]([OH:30])=[O:29])=[O:32])[S:6][CH:7]=1, predict the reactants needed to synthesize it. The reactants are: [F:1][C:2]([F:19])([F:18])[C:3]1[N:4]=[C:5]([C:8]2[C:16]3[CH2:15][CH2:14][O:13][CH2:12][C:11]=3[S:10][C:9]=2[NH2:17])[S:6][CH:7]=1.[CH:20]12[CH2:27][CH2:26][CH:23]([CH2:24][CH2:25]1)[C:22]1[C:28]([O:30][C:31](=[O:32])[C:21]2=1)=[O:29].